From a dataset of Full USPTO retrosynthesis dataset with 1.9M reactions from patents (1976-2016). Predict the reactants needed to synthesize the given product. (1) The reactants are: [F:1][C:2]1([F:18])[CH2:17][C:6]2[S:7][C:8]([NH2:16])=[C:9]([C:10]3[S:14][N:13]=[C:12]([CH3:15])[N:11]=3)[C:5]=2[CH2:4][CH2:3]1.[C:19]12[C:28](=[O:29])[O:27][C:25](=[O:26])[C:20]=1[CH2:21][CH2:22][CH2:23][CH2:24]2. Given the product [F:18][C:2]1([F:1])[CH2:17][C:6]2[S:7][C:8]([NH:16][C:28]([C:19]3[CH2:24][CH2:23][CH2:22][CH2:21][C:20]=3[C:25]([OH:27])=[O:26])=[O:29])=[C:9]([C:10]3[S:14][N:13]=[C:12]([CH3:15])[N:11]=3)[C:5]=2[CH2:4][CH2:3]1, predict the reactants needed to synthesize it. (2) The reactants are: [Br:1][C:2]1[CH:24]=[N:23][C:5]2[N:6]([CH3:22])[C:7](=[O:21])[N:8]([CH2:11][CH2:12][CH2:13][O:14][CH:15]3CCCC[O:16]3)[C:9](=[O:10])[C:4]=2[C:3]=1[CH:25]([C:27]1[CH:32]=[CH:31][C:30]([Cl:33])=[CH:29][CH:28]=1)O. Given the product [CH:15]([O:14][CH2:13][CH2:12][CH2:11][N:8]1[C:9](=[O:10])[C:4]2[C:3]([CH2:25][C:27]3[CH:28]=[CH:29][C:30]([Cl:33])=[CH:31][CH:32]=3)=[C:2]([Br:1])[CH:24]=[N:23][C:5]=2[N:6]([CH3:22])[C:7]1=[O:21])=[O:16], predict the reactants needed to synthesize it. (3) Given the product [CH3:1][O:2][C:3](=[O:18])[CH:4]([NH:17][C:19]([N:31]1[CH2:32][CH2:33][CH:34]([N:37]2[CH2:46][C:45]3[C:40](=[CH:41][CH:42]=[CH:43][CH:44]=3)[NH:39][C:38]2=[O:47])[CH2:35][CH2:36]1)=[O:20])[CH2:5][N:6]1[CH2:11][C:10]([CH3:13])([CH3:12])[C:9]2[NH:14][N:15]=[CH:16][C:8]=2[CH2:7]1, predict the reactants needed to synthesize it. The reactants are: [CH3:1][O:2][C:3](=[O:18])[CH:4]([NH2:17])[CH2:5][N:6]1[CH2:11][C:10]([CH3:13])([CH3:12])[C:9]2[NH:14][N:15]=[CH:16][C:8]=2[CH2:7]1.[C:19](C1NC=CN=1)(C1NC=CN=1)=[O:20].[NH:31]1[CH2:36][CH2:35][CH:34]([N:37]2[CH2:46][C:45]3[C:40](=[CH:41][CH:42]=[CH:43][CH:44]=3)[NH:39][C:38]2=[O:47])[CH2:33][CH2:32]1. (4) The reactants are: [CH2:1]1[CH2:24][O:23][CH:22]2[CH:3]([CH2:4][C:5]3[C@:20]([CH3:25])([CH2:21]2)[C@@H:19]2[C@H:8]([C@H:9]4[C@:16]([CH3:27])([CH2:17][C@H:18]2[OH:26])[C@@H:12]([C:13](=[O:15])[CH3:14])[CH2:11][CH2:10]4)[CH2:7][CH:6]=3)[O:2]1.[C:28](OC(=O)C)(=[O:30])[CH3:29]. Given the product [CH2:1]1[CH2:24][O:23][CH:22]2[CH:3]([CH2:4][C:5]3[C@:20]([CH3:25])([CH2:21]2)[C@@H:19]2[C@H:8]([C@H:9]4[C@:16]([CH3:27])([CH2:17][C@H:18]2[O:26][C:28](=[O:30])[CH3:29])[C@@H:12]([C:13](=[O:15])[CH3:14])[CH2:11][CH2:10]4)[CH2:7][CH:6]=3)[O:2]1, predict the reactants needed to synthesize it. (5) Given the product [OH:1][C:2]1[C:3]([C:10]([NH:44][C@H:45]2[CH2:53][O:52][CH2:51][C@H:50]([CH2:54][C:55]3[CH:60]=[CH:59][C:58]([CH3:61])=[CH:57][CH:56]=3)[C@@H:49]([O:62][CH2:63][CH:64]([CH3:65])[CH3:66])[C@H:48]([CH3:67])[O:47][C:46]2=[O:68])=[O:12])=[N:4][CH:5]=[CH:6][C:7]=1[O:8][CH3:9], predict the reactants needed to synthesize it. The reactants are: [OH:1][C:2]1[C:3]([C:10]([OH:12])=O)=[N:4][CH:5]=[CH:6][C:7]=1[O:8][CH3:9].CN(C(ON1N=NC2C=CC=NC1=2)=[N+](C)C)C.F[P-](F)(F)(F)(F)F.CN1CCOCC1.[NH2:44][C@H:45]1[CH2:53][O:52][CH2:51][C@H:50]([CH2:54][C:55]2[CH:60]=[CH:59][C:58]([CH3:61])=[CH:57][CH:56]=2)[C@@H:49]([O:62][CH2:63][CH:64]([CH3:66])[CH3:65])[C@H:48]([CH3:67])[O:47][C:46]1=[O:68]. (6) Given the product [CH2:26]([O:28][C:29](=[O:46])[CH2:30][C:31]1[CH:36]=[CH:35][C:34]([C:20]2[S:21][CH:22]=[C:18]([C:17]3[O:16][N:15]=[C:14]([CH3:24])[C:13]=3[NH:12][C:11]([O:10][C@@H:8]([C:3]3[CH:4]=[CH:5][CH:6]=[CH:7][C:2]=3[F:1])[CH3:9])=[O:25])[N:19]=2)=[CH:33][CH:32]=1)[CH3:27], predict the reactants needed to synthesize it. The reactants are: [F:1][C:2]1[CH:7]=[CH:6][CH:5]=[CH:4][C:3]=1[C@H:8]([O:10][C:11](=[O:25])[NH:12][C:13]1[C:14]([CH3:24])=[N:15][O:16][C:17]=1[C:18]1[N:19]=[C:20](Br)[S:21][CH:22]=1)[CH3:9].[CH2:26]([O:28][C:29](=[O:46])[CH2:30][C:31]1[CH:36]=[CH:35][C:34](B2OC(C)(C)C(C)(C)O2)=[CH:33][CH:32]=1)[CH3:27].